This data is from NCI-60 drug combinations with 297,098 pairs across 59 cell lines. The task is: Regression. Given two drug SMILES strings and cell line genomic features, predict the synergy score measuring deviation from expected non-interaction effect. (1) Drug 1: CCCCCOC(=O)NC1=NC(=O)N(C=C1F)C2C(C(C(O2)C)O)O. Drug 2: C1CN(CCN1C(=O)CCBr)C(=O)CCBr. Cell line: NCI-H226. Synergy scores: CSS=2.26, Synergy_ZIP=0.783, Synergy_Bliss=2.50, Synergy_Loewe=-5.75, Synergy_HSA=-4.20. (2) Drug 1: CNC(=O)C1=NC=CC(=C1)OC2=CC=C(C=C2)NC(=O)NC3=CC(=C(C=C3)Cl)C(F)(F)F. Drug 2: C(CCl)NC(=O)N(CCCl)N=O. Cell line: M14. Synergy scores: CSS=10.5, Synergy_ZIP=-4.66, Synergy_Bliss=1.32, Synergy_Loewe=3.18, Synergy_HSA=2.71.